This data is from Full USPTO retrosynthesis dataset with 1.9M reactions from patents (1976-2016). The task is: Predict the reactants needed to synthesize the given product. (1) Given the product [CH3:1][C:2]([O:4][CH:5]([Cl:9])[CH:6]([CH3:8])[CH3:7])=[S:11], predict the reactants needed to synthesize it. The reactants are: [CH3:1][C:2]([O:4][CH:5]([Cl:9])[CH:6]([CH3:8])[CH3:7])=O.C[S-:11].[Na+]. (2) The reactants are: FC(F)(F)S([O:6][S:7]([C:10]([F:13])([F:12])[F:11])(=[O:9])=[O:8])(=O)=O.N1C=CC=CC=1.[F:22][C:23]([F:42])([F:41])[C:24]1[CH:25]=[C:26]([NH:30][C:31]2[N:40]=[C:34]3[C:35](O)=[CH:36][CH:37]=[CH:38][N:33]3[N:32]=2)[CH:27]=[CH:28][CH:29]=1.Cl. Given the product [F:13][C:10]([F:11])([F:12])[S:7]([O:6][C:35]1[C:34]2[N:33]([N:32]=[C:31]([NH:30][C:26]3[CH:27]=[CH:28][CH:29]=[C:24]([C:23]([F:22])([F:41])[F:42])[CH:25]=3)[N:40]=2)[CH:38]=[CH:37][CH:36]=1)(=[O:8])=[O:9], predict the reactants needed to synthesize it. (3) The reactants are: [CH3:1][O:2][C:3]([C:5]1[C:9]([NH:10][C:11](=[O:41])[C:12]2[CH:17]=[CH:16][CH:15]=[C:14]([CH2:18][N:19]3[C:24](=[O:25])[CH:23]=[CH:22][C:21]([C:26]4[CH:27]=[N:28][CH:29]=[C:30]([CH2:32][NH:33]C(OC(C)(C)C)=O)[CH:31]=4)=[N:20]3)[CH:13]=2)=[CH:8][N:7]([CH3:42])[N:6]=1)=[O:4].Cl.O1CCOCC1. Given the product [CH3:1][O:2][C:3]([C:5]1[C:9]([NH:10][C:11](=[O:41])[C:12]2[CH:17]=[CH:16][CH:15]=[C:14]([CH2:18][N:19]3[C:24](=[O:25])[CH:23]=[CH:22][C:21]([C:26]4[CH:27]=[N:28][CH:29]=[C:30]([CH2:32][NH2:33])[CH:31]=4)=[N:20]3)[CH:13]=2)=[CH:8][N:7]([CH3:42])[N:6]=1)=[O:4], predict the reactants needed to synthesize it. (4) Given the product [Cl:1][C:2]1[C:3]([O:21][CH3:22])=[CH:4][CH:5]=[C:6]2[C:11]=1[N:10]=[C:9]([C:12]1[S:13][CH:14]=[C:15]([CH:17]([CH3:18])[CH3:19])[N:16]=1)[CH:8]=[C:7]2[O:20][CH:60]1[CH2:78][CH:77]2[N:62]([C:63](=[O:83])[CH2:64][CH2:65][CH2:66][CH2:67][CH2:69][CH:70]=[CH:71][CH:72]3[C:74]([C:80]([OH:82])=[O:81])([NH:75][C:76]2=[O:79])[CH2:73]3)[CH2:61]1, predict the reactants needed to synthesize it. The reactants are: [Cl:1][C:2]1[C:3]([O:21][CH3:22])=[CH:4][CH:5]=[C:6]2[C:11]=1[N:10]=[C:9]([C:12]1[S:13][CH:14]=[C:15]([CH:17]([CH3:19])[CH3:18])[N:16]=1)[CH:8]=[C:7]2[OH:20].C(O)(=O)CCCCCC=C.N1CCC[C@H]1C(O)=O.C(C1N=C(C2C=C(O[CH:60]3[CH2:78][CH:77]4[N:62]([C:63](=[O:83])[CH2:64][CH2:65][CH2:66][CH2:67]C[CH2:69][CH:70]=[CH:71][CH:72]5[C:74]([C:80]([OH:82])=[O:81])([NH:75][C:76]4=[O:79])[CH2:73]5)[CH2:61]3)C3C(=CC(OC)=CC=3)N=2)SC=1)(C)C.